From a dataset of Forward reaction prediction with 1.9M reactions from USPTO patents (1976-2016). Predict the product of the given reaction. The product is: [Cl:1][C:2]1[C:7]([F:8])=[C:6]([C:9]#[N:10])[CH:5]=[CH:4][C:3]=1[CH2:11][C:12]([OH:14])=[O:13]. Given the reactants [Cl:1][C:2]1[C:7]([F:8])=[C:6]([C:9]#[N:10])[CH:5]=[CH:4][C:3]=1[CH:11](C(OC(C)(C)C)=O)[C:12]([O:14]C(C)(C)C)=[O:13].FC(F)(F)C(O)=O, predict the reaction product.